Task: Predict which catalyst facilitates the given reaction.. Dataset: Catalyst prediction with 721,799 reactions and 888 catalyst types from USPTO (1) Reactant: [NH2:1][C@H:2]([C:4]1[N:13]([CH:14]2[CH2:16][CH2:15]2)[C:12](=[O:17])[C:11]2[C:6](=[CH:7][CH:8]=[CH:9][C:10]=2[C:18]2[CH:19]=[N:20][N:21]([CH3:23])[CH:22]=2)[N:5]=1)[CH3:3].Cl[C:25]1[N:30]=[CH:29][N:28]=[C:27]([NH2:31])[C:26]=1[C:32]1[O:36][N:35]=[C:34]([CH3:37])[N:33]=1.C(N(CC)C(C)C)(C)C. Product: [NH2:31][C:27]1[N:28]=[CH:29][N:30]=[C:25]([NH:1][C@H:2]([C:4]2[N:13]([CH:14]3[CH2:16][CH2:15]3)[C:12](=[O:17])[C:11]3[C:6](=[CH:7][CH:8]=[CH:9][C:10]=3[C:18]3[CH:19]=[N:20][N:21]([CH3:23])[CH:22]=3)[N:5]=2)[CH3:3])[C:26]=1[C:32]1[O:36][N:35]=[C:34]([CH3:37])[N:33]=1. The catalyst class is: 114. (2) Product: [CH3:1][O:2][C:3]([C:5]1[S:6][C:7]([CH2:10][CH2:11][CH2:12][C@H:13]2[CH2:17][CH2:16][C:15]([Br:18])=[C:14]2[C:20]2[CH:21]=[CH:22][C:23]([CH:26]([O:32][CH2:33][C:34]3[CH:39]=[CH:38][C:37]([O:40][CH3:41])=[CH:36][CH:35]=3)[CH2:27][CH2:28][CH2:29][CH2:30][CH3:31])=[CH:24][CH:25]=2)=[CH:8][CH:9]=1)=[O:4]. The catalyst class is: 26. Reactant: [CH3:1][O:2][C:3]([C:5]1[S:6][C:7]([CH2:10][CH2:11][CH2:12][C@H:13]2[CH2:17][CH2:16][C:15](Br)([Br:18])[C@@H:14]2[C:20]2[CH:25]=[CH:24][C:23]([CH:26]([O:32][CH2:33][C:34]3[CH:39]=[CH:38][C:37]([O:40][CH3:41])=[CH:36][CH:35]=3)[CH2:27][CH2:28][CH2:29][CH2:30][CH3:31])=[CH:22][CH:21]=2)=[CH:8][CH:9]=1)=[O:4].C(N=C(N(C)C)N(C)C)(C)(C)C.Cl. (3) Reactant: Br[C:2]1[CH:7]=[CH:6][C:5]([C:8]2[CH:13]=[CH:12][CH:11]=[CH:10][CH:9]=2)=[C:4]([CH2:14][NH:15][CH2:16][C@@H:17]([OH:32])[C@@H:18]([NH:28][C:29](=[O:31])[CH3:30])[CH2:19][C:20]2[CH:25]=[C:24]([F:26])[CH:23]=[C:22]([F:27])[CH:21]=2)[CH:3]=1.C([Sn](CCCC)(CCCC)[C:38]([O:40]CC)=[CH2:39])CCC.[ClH:51]. Product: [ClH:51].[C:38]([C:2]1[CH:7]=[CH:6][C:5]([C:8]2[CH:13]=[CH:12][CH:11]=[CH:10][CH:9]=2)=[C:4]([CH2:14][NH:15][CH2:16][C@@H:17]([OH:32])[C@@H:18]([NH:28][C:29](=[O:31])[CH3:30])[CH2:19][C:20]2[CH:25]=[C:24]([F:26])[CH:23]=[C:22]([F:27])[CH:21]=2)[CH:3]=1)(=[O:40])[CH3:39]. The catalyst class is: 691. (4) Reactant: [NH:1]1[CH:5]=[CH:4][N:3]=[CH:2]1.[H-].[Na+].[C:8]([C:10]1[CH:17]=[CH:16][CH:15]=[CH:14][C:11]=1[CH2:12]Br)#[N:9].O. Product: [N:1]1([CH2:12][C:11]2[CH:14]=[CH:15][CH:16]=[CH:17][C:10]=2[C:8]#[N:9])[CH:5]=[CH:4][N:3]=[CH:2]1. The catalyst class is: 3. (5) Reactant: [OH:1][C:2]1[C:7]2=[C:8]([CH3:16])[C:9]([C:11]([O:13]CC)=[O:12])=[CH:10][N:6]2[N:5]=[CH:4][N:3]=1.[OH-].[Na+].Cl. Product: [OH:1][C:2]1[C:7]2=[C:8]([CH3:16])[C:9]([C:11]([OH:13])=[O:12])=[CH:10][N:6]2[N:5]=[CH:4][N:3]=1. The catalyst class is: 1. (6) Reactant: [CH2:1]([O:3][C:4]([C:6]1[C:7]([CH3:19])=[C:8](C(OC(C)(C)C)=O)[NH:9][C:10]=1[CH3:11])=[O:5])[CH3:2].Cl. Product: [CH2:1]([O:3][C:4]([C:6]1[C:7]([CH3:19])=[CH:8][NH:9][C:10]=1[CH3:11])=[O:5])[CH3:2]. The catalyst class is: 32. (7) The catalyst class is: 12. Reactant: [NH2:1][C:2]1[N:10]=[C:9]2[C:5]([N:6]=[CH:7][N:8]2[C@H:11]2[C@H:16]3[C@H:17]([O:18][CH2:19][C:20]4[CH:25]=[CH:24][CH:23]=[CH:22][CH:21]=4)[C@@:13]([CH2:26][O:27]C(=O)C4C=CC=CC=4)([CH2:14][O:15]3)[O:12]2)=[C:4]([Cl:36])[N:3]=1.[OH-].[Na+].CC(O)=O. Product: [NH2:1][C:2]1[N:10]=[C:9]2[C:5]([N:6]=[CH:7][N:8]2[C@H:11]2[C@H:16]3[C@H:17]([O:18][CH2:19][C:20]4[CH:25]=[CH:24][CH:23]=[CH:22][CH:21]=4)[C@:13]([CH2:26][OH:27])([CH2:14][O:15]3)[O:12]2)=[C:4]([Cl:36])[N:3]=1. (8) Reactant: [CH3:1][C:2]1[N:6]([C:7]2[CH:12]=[CH:11][C:10]([N+:13]([O-])=O)=[CH:9][CH:8]=2)[N:5]=[C:4]([C:16]([N:18]2[CH2:23][CH2:22][N:21]([CH3:24])[CH2:20][CH2:19]2)=[O:17])[N:3]=1.[H][H]. Product: [NH2:13][C:10]1[CH:9]=[CH:8][C:7]([N:6]2[C:2]([CH3:1])=[N:3][C:4]([C:16]([N:18]3[CH2:23][CH2:22][N:21]([CH3:24])[CH2:20][CH2:19]3)=[O:17])=[N:5]2)=[CH:12][CH:11]=1. The catalyst class is: 19. (9) Reactant: [CH3:1][O:2][C:3](=[O:29])[CH:4]([NH:21]C(OC(C)(C)C)=O)[CH2:5][S:6][CH2:7][C:8]1[CH:13]=[CH:12][C:11]([C:14]2[CH:19]=[CH:18][C:17](Br)=[CH:16][CH:15]=2)=[CH:10][CH:9]=1.[CH2:30]1[O:38][C:37]2[CH:36]=[CH:35][C:34](B(O)O)=[CH:33][C:32]=2[O:31]1.C(O)C.[C:45]([O-:48])([O-])=[O:46].[Na+].[Na+].[C:51]1([CH3:57])[CH:56]=CC=C[CH:52]=1. Product: [CH3:1][O:2][C:3](=[O:29])[C:4]([NH2:21])([C:45]([O:48][C:51]([CH3:57])([CH3:56])[CH3:52])=[O:46])[CH2:5][S:6][CH2:7][C:8]1[CH:9]=[CH:10][C:11]([C:14]2[CH:15]=[CH:16][C:17]([C:35]3[CH:34]=[CH:33][C:32]4[O:31][CH2:30][O:38][C:37]=4[CH:36]=3)=[CH:18][CH:19]=2)=[CH:12][CH:13]=1. The catalyst class is: 535.